This data is from Reaction yield outcomes from USPTO patents with 853,638 reactions. The task is: Predict the reaction yield, written as a fraction of the theoretical maximum amount of product (1.0 means a 100% yield; for example, 0.34 means a 34% yield). (1) The reactants are I[C:2]1[C:10]2[C:5](=[N:6][CH:7]=[C:8]([C:11]3[N:16]=[CH:15][C:14]([N:17]4[CH2:22][CH2:21][N:20]([C:23]([O:25][C:26]([CH3:29])([CH3:28])[CH3:27])=[O:24])[CH2:19][CH2:18]4)=[CH:13][CH:12]=3)[CH:9]=2)[N:4]([S:30]([C:33]2[CH:39]=[CH:38][C:36]([CH3:37])=[CH:35][CH:34]=2)(=[O:32])=[O:31])[CH:3]=1.[F:40][C:41]1[CH:42]=[C:43]([CH:59]=[CH:60][CH:61]=1)[CH2:44][N:45]1[CH:49]=[C:48](B2OC(C)(C)C(C)(C)O2)[CH:47]=[N:46]1.C(=O)([O-])[O-].[Na+].[Na+]. The catalyst is C1(C)C=CC=CC=1.C(O)C.O.Cl[Pd](Cl)([P](C1C=CC=CC=1)(C1C=CC=CC=1)C1C=CC=CC=1)[P](C1C=CC=CC=1)(C1C=CC=CC=1)C1C=CC=CC=1. The product is [F:40][C:41]1[CH:42]=[C:43]([CH:59]=[CH:60][CH:61]=1)[CH2:44][N:45]1[CH:49]=[C:48]([C:2]2[C:10]3[C:5](=[N:6][CH:7]=[C:8]([C:11]4[N:16]=[CH:15][C:14]([N:17]5[CH2:22][CH2:21][N:20]([C:23]([O:25][C:26]([CH3:29])([CH3:28])[CH3:27])=[O:24])[CH2:19][CH2:18]5)=[CH:13][CH:12]=4)[CH:9]=3)[N:4]([S:30]([C:33]3[CH:39]=[CH:38][C:36]([CH3:37])=[CH:35][CH:34]=3)(=[O:32])=[O:31])[CH:3]=2)[CH:47]=[N:46]1. The yield is 0.746. (2) The reactants are [CH2:1]([C:8]1[CH:13]=[CH:12][CH:11]=[CH:10][N:9]=1)[C:2]1[CH:7]=[CH:6][CH:5]=[CH:4][CH:3]=1.C([Li])CCC.[C:19]1(=O)[C:27]2[C:22](=[CH:23][CH:24]=[CH:25][CH:26]=2)[CH2:21][CH2:20]1.Cl. The catalyst is C(OCC)C. The product is [CH2:19]1[C:27]2[C:22](=[CH:23][CH:24]=[CH:25][CH:26]=2)[C:21]([C:3]2[CH:4]=[CH:5][CH:6]=[CH:7][C:2]=2[CH2:1][C:8]2[CH:13]=[CH:12][CH:11]=[CH:10][N:9]=2)=[CH:20]1. The yield is 0.340. (3) The reactants are [F:1][C:2]1[CH:7]=[CH:6][C:5]([C:8]2[C:9]([CH:14]3[CH2:17][N:16]([C:18]4[CH:27]=[CH:26][C:25]5[C:20](=[CH:21][CH:22]=[CH:23][CH:24]=5)[N:19]=4)[CH2:15]3)=[N:10][CH:11]=[CH:12][N:13]=2)=[CH:4][C:3]=1[O:28]C.B(Br)(Br)Br. The catalyst is ClCCCl.O. The product is [F:1][C:2]1[CH:7]=[CH:6][C:5]([C:8]2[C:9]([CH:14]3[CH2:17][N:16]([C:18]4[CH:27]=[CH:26][C:25]5[C:20](=[CH:21][CH:22]=[CH:23][CH:24]=5)[N:19]=4)[CH2:15]3)=[N:10][CH:11]=[CH:12][N:13]=2)=[CH:4][C:3]=1[OH:28]. The yield is 0.620. (4) The reactants are [NH2:1][C:2]1[CH:9]=[CH:8][CH:7]=[C:6]([O:10][CH2:11][CH2:12][CH2:13][CH2:14][CH2:15][O:16][Si](C(C)(C)C)(C)C)[C:3]=1[C:4]#[N:5].[S:24](Cl)(=[O:27])(=[O:26])[NH2:25]. No catalyst specified. The product is [S:24]([NH:1][C:2]1[CH:9]=[CH:8][CH:7]=[C:6]([O:10][CH2:11][CH2:12][CH2:13][CH2:14][CH2:15][OH:16])[C:3]=1[C:4]#[N:5])(=[O:27])(=[O:26])[NH2:25]. The yield is 0.0400. (5) The reactants are [F:1][C:2]([F:15])([F:14])[O:3][C:4]1[CH:13]=[CH:12][C:7]2[N:8]=[C:9]([NH2:11])[S:10][C:6]=2[CH:5]=1.[F:16][C:17]([F:28])([F:27])[C:18]1[CH:19]=[C:20]([CH:24]=[CH:25][CH:26]=1)[C:21](Cl)=[O:22].C[O:30][C:31]1[CH:40]=CC2N=C(N)SC=2C=1.ClC1C=C(C=CC=1)C(Cl)=[O:46]. No catalyst specified. The yield is 0.260. The product is [F:15][C:2]([F:1])([F:14])[O:3][C:4]1[CH:13]=[CH:12][C:7]2[N:8]([CH2:40][C:31]([OH:30])=[O:46])[C:9](=[N:11][C:21](=[O:22])[C:20]3[CH:24]=[CH:25][CH:26]=[C:18]([C:17]([F:28])([F:27])[F:16])[CH:19]=3)[S:10][C:6]=2[CH:5]=1. (6) The yield is 0.0700. The catalyst is CN(C)C=O. The product is [Cl:1][C:2]1[CH:3]=[CH:4][C:5]([C:8]2[CH:9]=[N:10][CH:11]=[C:12]3[C:17]=2[N:16]=[C:15]([C:18]([N:42]2[CH2:43][CH2:44][CH2:45][CH2:40][CH2:41]2)=[O:20])[CH:14]=[CH:13]3)=[CH:6][CH:7]=1. The reactants are [Cl:1][C:2]1[CH:7]=[CH:6][C:5]([C:8]2[CH:9]=[N:10][CH:11]=[C:12]3[C:17]=2[N:16]=[C:15]([C:18]([OH:20])=O)[CH:14]=[CH:13]3)=[CH:4][CH:3]=1.C(N(CC)C(C)C)(C)C.F[P-](F)(F)(F)(F)F.N1(OC(N(C)C)=[N+](C)C)[C:41]2[N:42]=[CH:43][CH:44]=[CH:45][C:40]=2N=N1.N1CCCCC1. (7) The reactants are [CH3:1][O:2][C:3]1[CH:8]=[CH:7][C:6]([C:9]2([C:12]([OH:14])=[O:13])[CH2:11][CH2:10]2)=[CH:5][CH:4]=1.O.[C:16]1(C)C=CC(S(O)(=O)=O)=CC=1. The catalyst is CO. The product is [CH3:16][O:13][C:12]([C:9]1([C:6]2[CH:5]=[CH:4][C:3]([O:2][CH3:1])=[CH:8][CH:7]=2)[CH2:10][CH2:11]1)=[O:14]. The yield is 0.990. (8) The product is [C:21]1([C:2]2[CH:3]=[C:4]3[C:9](=[CH:10][CH:11]=2)[N:8]=[CH:7][NH:6][C:5]3=[O:12])[C:22]2[C:17](=[CH:16][CH:15]=[CH:14][CH:13]=2)[CH:18]=[CH:19][CH:20]=1. The yield is 0.620. The reactants are Br[C:2]1[CH:3]=[C:4]2[C:9](=[CH:10][CH:11]=1)[N:8]=[CH:7][NH:6][C:5]2=[O:12].[C:13]1(B(O)O)[C:22]2[C:17](=[CH:18][CH:19]=[CH:20][CH:21]=2)[CH:16]=[CH:15][CH:14]=1.C(=O)([O-])[O-].[K+].[K+].C1(P(C2C=CC=CC=2)C2C=CC=CC=2)C=CC=CC=1.C(=O)(O)[O-]. The catalyst is CN(C)C(=O)C.C(O)C.O.C1C=CC(/C=C/C(/C=C/C2C=CC=CC=2)=O)=CC=1.C1C=CC(/C=C/C(/C=C/C2C=CC=CC=2)=O)=CC=1.C1C=CC(/C=C/C(/C=C/C2C=CC=CC=2)=O)=CC=1.[Pd].[Pd].C(Cl)Cl.